From a dataset of Reaction yield outcomes from USPTO patents with 853,638 reactions. Predict the reaction yield, written as a fraction of the theoretical maximum amount of product (1.0 means a 100% yield; for example, 0.34 means a 34% yield). (1) The reactants are Cl.[CH:2]([N:5]1[C:9]([C:10]2[N:19]=[C:18]3[N:12]([CH2:13][CH2:14][O:15][C:16]4[CH:23]=[C:22]([CH:24]5[CH2:29][CH2:28][NH:27][CH2:26][CH2:25]5)[CH:21]=[CH:20][C:17]=43)[CH:11]=2)=[N:8][CH:7]=[N:6]1)([CH3:4])[CH3:3].BrC1C=CC2C3N(CCOC=2C=1)C=C(C1N(C(C)C)N=CN=1)N=3.B1(C2CCN([C:68]([O:70][C:71]([CH3:74])([CH3:73])[CH3:72])=[O:69])CC=2)OC(C)(C)C(C)(C)O1.C(=O)([O-])[O-].[K+].[K+].C(Cl)Cl. The catalyst is CN(C=O)C. The product is [C:71]([O:70][C:68]([N:27]1[CH2:28][CH:29]=[C:24]([C:22]2[CH:21]=[CH:20][C:17]3[C:18]4[N:12]([CH2:13][CH2:14][O:15][C:16]=3[CH:23]=2)[CH:11]=[C:10]([C:9]2[N:5]([CH:2]([CH3:4])[CH3:3])[N:6]=[CH:7][N:8]=2)[N:19]=4)[CH2:25][CH2:26]1)=[O:69])([CH3:74])([CH3:73])[CH3:72]. The yield is 0.960. (2) The reactants are Cl.[C:2]([C:5]1[C:9]2[CH2:10][N:11](C(OC(C)(C)C)=O)[CH2:12][CH2:13][C:8]=2[N:7]([C:21]2[CH:26]=[CH:25][CH:24]=[C:23]([C:27]#[C:28][C@:29]3([OH:36])[CH2:33][CH2:32][N:31]([CH3:34])[C:30]3=[O:35])[CH:22]=2)[N:6]=1)(=[O:4])[NH2:3]. The catalyst is C(OCC)C. The product is [OH:36][C@@:29]1([C:28]#[C:27][C:23]2[CH:22]=[C:21]([N:7]3[C:8]4[CH2:13][CH2:12][NH:11][CH2:10][C:9]=4[C:5]([C:2]([NH2:3])=[O:4])=[N:6]3)[CH:26]=[CH:25][CH:24]=2)[CH2:33][CH2:32][N:31]([CH3:34])[C:30]1=[O:35]. The yield is 0.300. (3) The reactants are [CH2:1]([N:5]1[CH:9]=[C:8]([C:10]2[O:14][N:13]=[C:12]([C:15]3[CH:20]=[CH:19][C:18]([O:21]C(C)C)=[C:17]([I:25])[CH:16]=3)[N:11]=2)[CH:7]=[N:6]1)[CH2:2][CH2:3][CH3:4].ClC1C=C(C2ON=C(C3C=CC(OC(C)C)=C(I)C=3)N=2)C=CC=1OCCC. No catalyst specified. The product is [CH2:1]([N:5]1[CH:9]=[C:8]([C:10]2[O:14][N:13]=[C:12]([C:15]3[CH:20]=[CH:19][C:18]([OH:21])=[C:17]([I:25])[CH:16]=3)[N:11]=2)[CH:7]=[N:6]1)[CH2:2][CH2:3][CH3:4]. The yield is 0.720. (4) The reactants are Br[C:2]1[CH:3]=[C:4]([O:18][CH3:19])[CH:5]=[C:6]2[C:11]=1[O:10][C:9]([C:12]([O:14][CH2:15][CH3:16])=[O:13])=[CH:8][C:7]2=[O:17].C1(P(C2C=CC=CC=2)C2C=CC3C(=CC=CC=3)C=2C2C3C(=CC=CC=3)C=CC=2P(C2C=CC=CC=2)C2C=CC=CC=2)C=CC=CC=1.[CH3:66][N:67]1[CH2:73][CH2:72][CH2:71][NH:70][CH2:69][CH2:68]1.C(=O)([O-])[O-].[Cs+].[Cs+]. The catalyst is C1(C)C=CC=CC=1. The product is [CH2:15]([O:14][C:12]([C:9]1[O:10][C:11]2[C:6]([C:7](=[O:17])[CH:8]=1)=[CH:5][C:4]([O:18][CH3:19])=[CH:3][C:2]=2[N:70]1[CH2:71][CH2:72][CH2:73][N:67]([CH3:66])[CH2:68][CH2:69]1)=[O:13])[CH3:16]. The yield is 0.600. (5) The reactants are [N+:1]([C:4]1[CH:5]=[C:6]([CH:9]=[CH:10][CH:11]=1)[CH:7]=O)([O-:3])=[O:2].[CH2:12]([O:14][C:15](=[O:36])[CH:16]=P(C1C=CC=CC=1)(C1C=CC=CC=1)C1C=CC=CC=1)[CH3:13]. The catalyst is C(Cl)Cl. The product is [CH2:12]([O:14][C:15](=[O:36])[CH:16]=[CH:7][C:6]1[CH:9]=[CH:10][CH:11]=[C:4]([N+:1]([O-:3])=[O:2])[CH:5]=1)[CH3:13]. The yield is 0.746. (6) The reactants are [Br:1][C:2]1[S:6][C:5]([NH2:7])=[N:4][CH:3]=1.[CH:8]([O:11][C:12]1[CH:13]=[C:14]([CH:18]=[C:19]([O:21][C:22]2[CH:27]=[CH:26][CH:25]=[CH:24][CH:23]=2)[CH:20]=1)[C:15](O)=[O:16])([CH3:10])[CH3:9]. No catalyst specified. The product is [CH:8]([O:11][C:12]1[CH:13]=[C:14]([CH:18]=[C:19]([O:21][C:22]2[CH:27]=[CH:26][CH:25]=[CH:24][CH:23]=2)[CH:20]=1)[C:15]([NH:7][C:5]1[S:6][C:2]([Br:1])=[CH:3][N:4]=1)=[O:16])([CH3:10])[CH3:9]. The yield is 0.820.